This data is from Reaction yield outcomes from USPTO patents with 853,638 reactions. The task is: Predict the reaction yield, written as a fraction of the theoretical maximum amount of product (1.0 means a 100% yield; for example, 0.34 means a 34% yield). (1) The reactants are [Cl:1][C:2]1[C:7]([CH3:8])=[C:6]([Cl:9])[CH:5]=[CH:4][N:3]=1.C1C(=O)N([Br:17])C(=O)C1.C(OOC(=O)C1C=CC=CC=1)(=O)C1C=CC=CC=1. The catalyst is C(Cl)(Cl)(Cl)Cl. The product is [Br:17][CH2:8][C:7]1[C:2]([Cl:1])=[N:3][CH:4]=[CH:5][C:6]=1[Cl:9]. The yield is 0.950. (2) The reactants are [Cl:1][C:2]1[CH:10]=[C:9]2[C:5]([CH:6]=[C:7]([C:11]([OH:13])=O)[NH:8]2)=[CH:4][C:3]=1[C:14]([O:16][CH2:17][CH3:18])=[O:15].[F:19][C:20]([F:34])([F:33])[CH:21]([C:23]1[CH:28]=[CH:27][CH:26]=[C:25]([C:29]([F:32])([F:31])[F:30])[CH:24]=1)[NH2:22].O.[Cl-].COC1N=C(OC)N=C([N+]2(C)CCOCC2)N=1.Cl. The catalyst is CN(C)C=O. The product is [Cl:1][C:2]1[CH:10]=[C:9]2[C:5]([CH:6]=[C:7]([C:11](=[O:13])[NH:22][CH:21]([C:23]3[CH:28]=[CH:27][CH:26]=[C:25]([C:29]([F:30])([F:31])[F:32])[CH:24]=3)[C:20]([F:34])([F:33])[F:19])[NH:8]2)=[CH:4][C:3]=1[C:14]([O:16][CH2:17][CH3:18])=[O:15]. The yield is 0.260. (3) The reactants are [Br:1][C:2]1[C:3]([O:11][CH3:12])=[CH:4][C:5](F)=[C:6]([CH:9]=1)[CH:7]=O.C(=O)(O)O.[NH2:17][C:18]([NH2:20])=[NH:19]. The catalyst is CC(N(C)C)=O. The product is [NH2:20][C:18]1[N:19]=[CH:7][C:6]2[C:5](=[CH:4][C:3]([O:11][CH3:12])=[C:2]([Br:1])[CH:9]=2)[N:17]=1. The yield is 0.750.